From a dataset of Catalyst prediction with 721,799 reactions and 888 catalyst types from USPTO. Predict which catalyst facilitates the given reaction. (1) Product: [CH3:31][C:19]1([N:16]2[CH2:17][CH2:18][CH:13]([NH:12][C:2]3[CH:7]=[CH:6][C:5]([CH3:8])=[CH:4][C:3]=3[N+:9]([O-:11])=[O:10])[CH2:14][CH2:15]2)[CH2:23][CH2:22][N:21]([C:24]([O:26][C:27]([CH3:28])([CH3:29])[CH3:30])=[O:25])[CH2:20]1. The catalyst class is: 47. Reactant: F[C:2]1[CH:7]=[CH:6][C:5]([CH3:8])=[CH:4][C:3]=1[N+:9]([O-:11])=[O:10].[NH2:12][CH:13]1[CH2:18][CH2:17][N:16]([C:19]2([CH3:31])[CH2:23][CH2:22][N:21]([C:24]([O:26][C:27]([CH3:30])([CH3:29])[CH3:28])=[O:25])[CH2:20]2)[CH2:15][CH2:14]1.C([O-])([O-])=O.[K+].[K+]. (2) Reactant: C[O:2][C:3]([C:5]1[CH:20]=[CH:19][C:8]2[N:9]([CH2:13][O:14][CH2:15][CH2:16][O:17][CH3:18])[C:10]([Cl:12])=[N:11][C:7]=2[CH:6]=1)=[O:4].C1COCC1.O[Li].O. Product: [Cl:12][C:10]1[N:9]([CH2:13][O:14][CH2:15][CH2:16][O:17][CH3:18])[C:8]2[CH:19]=[CH:20][C:5]([C:3]([OH:4])=[O:2])=[CH:6][C:7]=2[N:11]=1. The catalyst class is: 6.